This data is from Catalyst prediction with 721,799 reactions and 888 catalyst types from USPTO. The task is: Predict which catalyst facilitates the given reaction. (1) Reactant: Br[CH2:2][CH2:3][OH:4].[CH2:5]([C:9]1[CH:10]=[C:11]2[C:16](=[CH:17][CH:18]=1)[C:15]([C:19]([NH:21][C:22]1[CH:23]=[C:24]([CH:30]=[CH:31][CH:32]=1)[O:25][CH2:26][C:27]([OH:29])=[O:28])=[O:20])=[CH:14][CH:13]=[CH:12]2)[CH2:6][CH2:7][CH3:8].C([O-])(O)=O.[Na+].CN(C=O)C. Product: [CH2:5]([C:9]1[CH:10]=[C:11]2[C:16](=[CH:17][CH:18]=1)[C:15]([C:19]([NH:21][C:22]1[CH:23]=[C:24]([CH:30]=[CH:31][CH:32]=1)[O:25][CH2:26][C:27]([O:29][CH2:2][CH2:3][OH:4])=[O:28])=[O:20])=[CH:14][CH:13]=[CH:12]2)[CH2:6][CH2:7][CH3:8]. The catalyst class is: 161. (2) Reactant: Cl.[N:2]1[N:3]=[CH:4][N:5]2[CH:10]=[CH:9][N:8]=[C:7]([N:11]3[CH2:15][CH2:14][C@H:13]([NH2:16])[CH2:12]3)[C:6]=12.[C:17]1([N:23]2[CH:27]=[C:26]([C:28](O)=[O:29])[N:25]=[CH:24]2)[CH:22]=[CH:21][CH:20]=[CH:19][CH:18]=1.C(N(CC)C(C)C)C.CN(C(ON1N=NC2C=CC=NC1=2)=[N+](C)C)C.F[P-](F)(F)(F)(F)F. Product: [N:2]1[N:3]=[CH:4][N:5]2[CH:10]=[CH:9][N:8]=[C:7]([N:11]3[CH2:15][CH2:14][C@H:13]([NH:16][C:28]([C:26]4[N:25]=[CH:24][N:23]([C:17]5[CH:18]=[CH:19][CH:20]=[CH:21][CH:22]=5)[CH:27]=4)=[O:29])[CH2:12]3)[C:6]=12. The catalyst class is: 39. (3) Reactant: C[O:2][C:3]([C:5]1[CH:6]=[CH:7][CH:8]=[C:9]2[C:13]=1[N:12]([CH2:14][C:15]([N:17]1[C@H:22]([C:23](=[O:34])[NH:24][CH2:25][C:26]3[CH:31]=[CH:30][CH:29]=[C:28]([Cl:32])[C:27]=3[F:33])[CH2:21][C@@H:20]3[C@H:18]1[CH2:19]3)=[O:16])[CH:11]=[C:10]2[C:35](=[O:37])[CH3:36])=[O:4].[Li+].[OH-].Cl. Product: [C:35]([C:10]1[C:9]2[C:13](=[C:5]([C:3]([OH:4])=[O:2])[CH:6]=[CH:7][CH:8]=2)[N:12]([CH2:14][C:15]([N:17]2[C@H:22]([C:23](=[O:34])[NH:24][CH2:25][C:26]3[CH:31]=[CH:30][CH:29]=[C:28]([Cl:32])[C:27]=3[F:33])[CH2:21][C@@H:20]3[C@H:18]2[CH2:19]3)=[O:16])[CH:11]=1)(=[O:37])[CH3:36]. The catalyst class is: 20. (4) Reactant: [Cl:1][CH2:2][CH2:3][CH2:4][N:5]1[C:13](=[O:14])[CH:12]2[CH:7]([CH2:8][CH:9]=[CH:10][CH2:11]2)[C:6]1=[O:15].ClC1C=CC=C(C(OO)=[O:24])C=1. Product: [Cl:1][CH2:2][CH2:3][CH2:4][N:5]1[C:13](=[O:14])[CH:12]2[CH:7]([CH2:8][CH:9]3[O:24][CH:10]3[CH2:11]2)[C:6]1=[O:15]. The catalyst class is: 4. (5) Reactant: C([O:3][C:4]([C:6]1[C:7]2[C:15]([I:16])=[N:14][N:13]([CH:17]3[CH2:22][CH2:21][CH2:20][CH2:19][O:18]3)[C:8]=2[N:9]=[C:10]([Cl:12])[CH:11]=1)=[O:5])C.[OH-].[Na+].Cl.O. Product: [Cl:12][C:10]1[CH:11]=[C:6]([C:4]([OH:5])=[O:3])[C:7]2[C:15]([I:16])=[N:14][N:13]([CH:17]3[CH2:22][CH2:21][CH2:20][CH2:19][O:18]3)[C:8]=2[N:9]=1. The catalyst class is: 12. (6) The catalyst class is: 23. Reactant: [CH:1]1[CH:6]=[CH:5][C:4]([CH2:7]Br)=[CH:3][CH:2]=1.C([O-])([O-])=O.[K+].[K+].[SH:15][CH2:16][C:17]([O:19][CH3:20])=[O:18].O. Product: [CH3:20][O:19][C:17](=[O:18])[CH2:16][S:15][CH2:7][C:4]1[CH:5]=[CH:6][CH:1]=[CH:2][CH:3]=1. (7) Reactant: [C:1]([O:5][C:6]([N:8]1[CH2:13][CH2:12][N:11]([CH:14]([C:21](O)=[O:22])[C:15]2[CH:20]=[CH:19][CH:18]=[CH:17][CH:16]=2)[CH2:10][CH2:9]1)=[O:7])([CH3:4])([CH3:3])[CH3:2]. Product: [C:1]([O:5][C:6]([N:8]1[CH2:9][CH2:10][N:11]([CH:14]([C:15]2[CH:16]=[CH:17][CH:18]=[CH:19][CH:20]=2)[CH2:21][OH:22])[CH2:12][CH2:13]1)=[O:7])([CH3:4])([CH3:2])[CH3:3]. The catalyst class is: 1. (8) Reactant: CC1(C)[O:6][C@H:5]([CH2:7][N:8]2[CH:12]=[CH:11][C:10]([NH:13][C:14](=[O:38])[C@@H:15]([N:20]3[CH2:24][C:23]([O:25][C:26]4[C:31]([F:32])=[CH:30][CH:29]=[C:28]([O:33][CH2:34][CH3:35])[C:27]=4[F:36])=[CH:22][C:21]3=[O:37])[CH2:16][CH:17]([CH3:19])[CH3:18])=[N:9]2)[CH2:4][O:3]1.Cl. Product: [OH:6][C@@H:5]([CH2:4][OH:3])[CH2:7][N:8]1[CH:12]=[CH:11][C:10]([NH:13][C:14](=[O:38])[C@@H:15]([N:20]2[CH2:24][C:23]([O:25][C:26]3[C:31]([F:32])=[CH:30][CH:29]=[C:28]([O:33][CH2:34][CH3:35])[C:27]=3[F:36])=[CH:22][C:21]2=[O:37])[CH2:16][CH:17]([CH3:18])[CH3:19])=[N:9]1. The catalyst class is: 54.